From a dataset of NCI-60 drug combinations with 297,098 pairs across 59 cell lines. Regression. Given two drug SMILES strings and cell line genomic features, predict the synergy score measuring deviation from expected non-interaction effect. Drug 2: C1C(C(OC1N2C=NC3=C(N=C(N=C32)Cl)N)CO)O. Cell line: HOP-92. Synergy scores: CSS=39.8, Synergy_ZIP=-14.0, Synergy_Bliss=-7.12, Synergy_Loewe=-3.51, Synergy_HSA=-2.23. Drug 1: CCC1(CC2CC(C3=C(CCN(C2)C1)C4=CC=CC=C4N3)(C5=C(C=C6C(=C5)C78CCN9C7C(C=CC9)(C(C(C8N6C=O)(C(=O)OC)O)OC(=O)C)CC)OC)C(=O)OC)O.OS(=O)(=O)O.